The task is: Regression. Given a peptide amino acid sequence and an MHC pseudo amino acid sequence, predict their binding affinity value. This is MHC class II binding data.. This data is from Peptide-MHC class II binding affinity with 134,281 pairs from IEDB. The peptide sequence is VTSLDVINY. The MHC is DRB1_0101 with pseudo-sequence DRB1_0101. The binding affinity (normalized) is 0.0387.